This data is from hERG potassium channel inhibition data for cardiac toxicity prediction from Karim et al.. The task is: Regression/Classification. Given a drug SMILES string, predict its toxicity properties. Task type varies by dataset: regression for continuous values (e.g., LD50, hERG inhibition percentage) or binary classification for toxic/non-toxic outcomes (e.g., AMES mutagenicity, cardiotoxicity, hepatotoxicity). Dataset: herg_karim. The molecule is N=C(Nc1ccc(OCCCCCOc2ccc(NC(=N)c3ccccc3)cc2)cc1)c1ccccc1. The result is 0 (non-blocker).